From a dataset of Full USPTO retrosynthesis dataset with 1.9M reactions from patents (1976-2016). Predict the reactants needed to synthesize the given product. Given the product [Cl:1][C:2]1[N:7]=[CH:6][C:5]([N:8]([CH3:24])[C:9](=[O:23])[C:10]([C:13]2[CH:18]=[C:17]([OH:19])[CH:16]=[C:15]([OH:21])[CH:14]=2)([CH3:11])[CH3:12])=[C:4]([C:25]2[CH:30]=[CH:29][CH:28]=[CH:27][C:26]=2[CH3:31])[CH:3]=1, predict the reactants needed to synthesize it. The reactants are: [Cl:1][C:2]1[N:7]=[CH:6][C:5]([N:8]([CH3:24])[C:9](=[O:23])[C:10]([C:13]2[CH:18]=[C:17]([O:19]C)[CH:16]=[C:15]([O:21]C)[CH:14]=2)([CH3:12])[CH3:11])=[C:4]([C:25]2[CH:30]=[CH:29][CH:28]=[CH:27][C:26]=2[CH3:31])[CH:3]=1.C(Cl)Cl.